This data is from Full USPTO retrosynthesis dataset with 1.9M reactions from patents (1976-2016). The task is: Predict the reactants needed to synthesize the given product. Given the product [CH:8](=[N:7]/[S@@:5]([C:2]([CH3:4])([CH3:3])[CH3:1])=[O:6])\[C:9]1[CH:14]=[CH:13][CH:12]=[CH:11][CH:10]=1, predict the reactants needed to synthesize it. The reactants are: [CH3:1][C:2]([S@:5]([NH2:7])=[O:6])([CH3:4])[CH3:3].[CH:8](=O)[C:9]1[CH:14]=[CH:13][CH:12]=[CH:11][CH:10]=1.